This data is from Full USPTO retrosynthesis dataset with 1.9M reactions from patents (1976-2016). The task is: Predict the reactants needed to synthesize the given product. (1) The reactants are: [CH2:1]([NH:9][CH2:10][C:11]([O:13][CH3:14])=[O:12])[CH2:2][CH2:3][CH2:4][CH2:5][CH2:6][CH2:7][CH3:8].[C:15](O)(=[O:23])[CH2:16][CH2:17][CH2:18][CH2:19][CH2:20][CH2:21][CH3:22].C(Cl)CCl.C1C=CC2N(O)N=NC=2C=1.CCN(C(C)C)C(C)C.S([O-])([O-])(=O)=O.[Mg+2]. Given the product [CH2:1]([N:9]([CH2:10][C:11]([O:13][CH3:14])=[O:12])[C:15](=[O:23])[CH2:16][CH2:17][CH2:18][CH2:19][CH2:20][CH2:21][CH3:22])[CH2:2][CH2:3][CH2:4][CH2:5][CH2:6][CH2:7][CH3:8], predict the reactants needed to synthesize it. (2) Given the product [NH2:20][CH2:19][C:18]1[CH:21]=[CH:22][CH:23]=[CH:24][C:17]=1[CH2:16][O:15][C:11]1[CH:12]=[C:13]([CH3:14])[N:8]([CH2:7][C:6]2[CH:5]=[CH:4][C:3]([O:2][CH3:1])=[CH:28][CH:27]=2)[C:9](=[O:26])[C:10]=1[CH3:25], predict the reactants needed to synthesize it. The reactants are: [CH3:1][O:2][C:3]1[CH:28]=[CH:27][C:6]([CH2:7][N:8]2[C:13]([CH3:14])=[CH:12][C:11]([O:15][CH2:16][C:17]3[CH:24]=[CH:23][CH:22]=[CH:21][C:18]=3[C:19]#[N:20])=[C:10]([CH3:25])[C:9]2=[O:26])=[CH:5][CH:4]=1.B.C1COCC1. (3) Given the product [NH:30]1[CH:31]=[CH:32][CH:33]=[C:29]1[C:27]([NH:26][CH2:25][CH2:24][N:21]1[CH:13]=[C:12]([CH2:11][CH2:10][CH2:9][CH2:8][CH2:7][C:5]2[N:6]=[C:2]([NH2:1])[N:3]([C:14]([O:16][C:17]([CH3:20])([CH3:19])[CH3:18])=[O:15])[CH:4]=2)[N:23]=[N:22]1)=[O:28], predict the reactants needed to synthesize it. The reactants are: [NH2:1][C:2]1[N:3]([C:14]([O:16][C:17]([CH3:20])([CH3:19])[CH3:18])=[O:15])[CH:4]=[C:5]([CH2:7][CH2:8][CH2:9][CH2:10][CH2:11][C:12]#[CH:13])[N:6]=1.[N:21]([CH2:24][CH2:25][NH:26][C:27]([C:29]1[NH:30][CH:31]=[CH:32][CH:33]=1)=[O:28])=[N+:22]=[N-:23]. (4) Given the product [Br:31][CH2:2][C:3]1[CH:4]=[C:5]2[C:9](=[C:10]([CH3:12])[CH:11]=1)[C:8](=[O:13])[N:7]([CH2:14][C:15]1[CH:20]=[CH:19][C:18]([O:21][C:22]([F:25])([F:24])[F:23])=[CH:17][CH:16]=1)[CH2:6]2, predict the reactants needed to synthesize it. The reactants are: N[CH2:2][C:3]1[CH:4]=[C:5]2[C:9](=[C:10]([CH3:12])[CH:11]=1)[C:8](=[O:13])[N:7]([CH2:14][C:15]1[CH:20]=[CH:19][C:18]([O:21][C:22]([F:25])([F:24])[F:23])=[CH:17][CH:16]=1)[CH2:6]2.[N+]([O-])([O-])=O.[Na+].[BrH:31].